This data is from Forward reaction prediction with 1.9M reactions from USPTO patents (1976-2016). The task is: Predict the product of the given reaction. (1) Given the reactants [CH3:1][C:2]1[CH:3]=[C:4](I)[CH:5]=[C:6]([CH3:8])[CH:7]=1.[OH-:10].[Cs+], predict the reaction product. The product is: [CH3:1][C:2]1[CH:3]=[C:4]([OH:10])[CH:5]=[C:6]([CH3:8])[CH:7]=1. (2) Given the reactants F.F.F.C([N:6]([CH2:9]C)[CH2:7]C)C.C(N([CH2:16][CH3:17])CC)C.[Si]([O:35][CH2:36][C@H:37]1[O:41][C@@H:40]([N:42]2[CH:49]=[C:48]([CH3:50])[C:46](=[O:47])[NH:45][C:43]2=[O:44])[C@:39](CCON(C)C)([OH:51])[C@@H:38]1[OH:58])(C(C)(C)C)(C1C=CC=CC=1)C1C=CC=CC=1.C[OH:60], predict the reaction product. The product is: [CH3:9][N:6]([CH3:7])[O:60][CH2:16][CH2:17][O:51][C@@H:39]1[C@H:38]([OH:58])[C@@H:37]([CH2:36][OH:35])[O:41][C@H:40]1[N:42]1[CH:49]=[C:48]([CH3:50])[C:46](=[O:47])[NH:45][C:43]1=[O:44]. (3) Given the reactants C(Cl)(=O)C(Cl)=O.[F:7][C:8]1[CH:13]=[CH:12][CH:11]=[CH:10][C:9]=1[N:14]1[C:18]([O:19][CH3:20])=[CH:17][C:16]([C:21]([NH:23][C@H:24]([C:29]2[CH:34]=[CH:33][CH:32]=[CH:31][C:30]=2[CH3:35])[CH2:25][C:26]([OH:28])=O)=[O:22])=[N:15]1.[NH3:36], predict the reaction product. The product is: [F:7][C:8]1[CH:13]=[CH:12][CH:11]=[CH:10][C:9]=1[N:14]1[C:18]([O:19][CH3:20])=[CH:17][C:16]([C:21]([NH:23][C@H:24]([C:29]2[CH:34]=[CH:33][CH:32]=[CH:31][C:30]=2[CH3:35])[CH2:25][C:26]([NH2:36])=[O:28])=[O:22])=[N:15]1. (4) The product is: [Br:1][C:16]1[C:11]([O:10][CH3:9])=[CH:12][C:13]([N:17]([CH3:18])[CH3:19])=[N:14][CH:15]=1. Given the reactants [Br:1]N1C(=O)CCC1=O.[CH3:9][O:10][C:11]1[CH:16]=[CH:15][N:14]=[C:13]([N:17]([CH3:19])[CH3:18])[CH:12]=1.O, predict the reaction product. (5) Given the reactants [Cl:1][C:2]1[N:7]=[CH:6][C:5]([CH:8]=[O:9])=[CH:4][CH:3]=1.[C-]#N.[Na+].[C:13]([O:17][CH3:18])(=[O:16])[CH:14]=[CH2:15].O, predict the reaction product. The product is: [Cl:1][C:2]1[N:7]=[CH:6][C:5]([C:8](=[O:9])[CH2:15][CH2:14][C:13]([O:17][CH3:18])=[O:16])=[CH:4][CH:3]=1.